Predict which catalyst facilitates the given reaction. From a dataset of Catalyst prediction with 721,799 reactions and 888 catalyst types from USPTO. (1) Product: [Cl:3][CH2:15][C:12]1[CH:13]=[CH:14][C:9]([CH2:5][CH:6]([CH3:8])[CH3:7])=[C:10]([C:17]([F:20])([F:19])[F:18])[CH:11]=1. The catalyst class is: 26. Reactant: S(Cl)([Cl:3])=O.[CH2:5]([C:9]1[CH:14]=[CH:13][C:12]([CH2:15]O)=[CH:11][C:10]=1[C:17]([F:20])([F:19])[F:18])[CH:6]([CH3:8])[CH3:7]. (2) Reactant: C=O.N1C=CC=C[CH:4]=1.Cl.[CH2:10]([O:17][NH2:18])[C:11]1[CH:16]=[CH:15][CH:14]=[CH:13][CH:12]=1.Cl. Product: [CH2:10]([O:17][N:18]=[CH2:4])[C:11]1[CH:16]=[CH:15][CH:14]=[CH:13][CH:12]=1. The catalyst class is: 6.